This data is from Full USPTO retrosynthesis dataset with 1.9M reactions from patents (1976-2016). The task is: Predict the reactants needed to synthesize the given product. (1) Given the product [CH:1]1([O:6][CH2:7][CH2:8][O:9][C:10]2[CH:20]=[CH:19][C:13]([O:14][CH2:15][CH:16]([OH:17])[CH2:18][NH:22][CH2:23][CH2:24][NH:25][C:26]([NH:28][C:29]3[CH:34]=[CH:33][CH:32]=[CH:31][C:30]=3[OH:35])=[O:27])=[CH:12][CH:11]=2)[CH2:5][CH2:4][CH2:3][CH2:2]1, predict the reactants needed to synthesize it. The reactants are: [CH:1]1([O:6][CH2:7][CH2:8][O:9][C:10]2[CH:20]=[CH:19][C:13]([O:14][CH2:15][CH:16]3[CH2:18][O:17]3)=[CH:12][CH:11]=2)[CH2:5][CH2:4][CH2:3][CH2:2]1.Cl.[NH2:22][CH2:23][CH2:24][NH:25][C:26]([NH:28][C:29]1[CH:34]=[CH:33][CH:32]=[CH:31][C:30]=1[OH:35])=[O:27]. (2) Given the product [CH:18]1([NH:17][C:10]2[CH:9]=[C:8]3[C:13]([C:14](=[O:15])[C:5]([NH:4][CH3:1])=[CH:6][N:7]3[CH:24]([CH2:27][CH3:28])[CH2:25][CH3:26])=[CH:12][C:11]=2[F:16])[CH2:23][CH2:22][CH2:21][CH2:20][CH2:19]1, predict the reactants needed to synthesize it. The reactants are: [CH2:1](O)C.[NH2:4][C:5]1[C:14](=[O:15])[C:13]2[C:8](=[CH:9][C:10]([NH:17][CH:18]3[CH2:23][CH2:22][CH2:21][CH2:20][CH2:19]3)=[C:11]([F:16])[CH:12]=2)[N:7]([CH:24]([CH2:27][CH3:28])[CH2:25][CH3:26])[CH:6]=1.N1(CO)C2C=CC=CC=2N=N1.[BH4-].[Na+]. (3) Given the product [CH2:39]([N:38]([CH2:16][C:15]1[CH:14]=[CH:23][CH:22]=[CH:21][CH:20]=1)[CH:34]1[CH2:4][C:3]2[C:2](=[C:9]([Br:83])[CH:8]=[CH:7][C:6]=2[O:10][CH3:11])[O:1][CH2:35]1)[C:40]1[CH:41]=[CH:42][CH:56]=[CH:47][CH:48]=1, predict the reactants needed to synthesize it. The reactants are: [OH:1][C:2]1[CH:9]=[CH:8][CH:7]=[C:6]([O:10][CH3:11])[C:3]=1[CH:4]=O.CO[C:14]1[CH:23]=[CH:22][CH:21]=[C:20]2[C:15]=1[CH:16]=C([N+]([O-])=O)CO2.[N+](CCO)([O-])=O.[Cl-].[CH2:34]([NH2+:38][CH2:39][CH2:40][CH2:41][CH3:42])[CH2:35]CC.[BH4-].[Na+].CO[C:47]1[CH:56]=CC=C2[C:48]=1CC([N+]([O-])=O)CO2.COC1C=CC=C2C=1CC(N)CO2.O.NN.C([Br:83])C1C=CC=CC=1.C(N(CC1C=CC=CC=1)C1CC2C(=CC=CC=2OC)OC1)C1C=CC=CC=1.C1C(=O)N(Br)C(=O)C1. (4) Given the product [C:1]([O:5][C:6]([N:8]1[CH2:9][CH2:10][N:11]([C:14]2[CH:15]=[CH:16][C:17]3[N:18]([C:20]([I:23])=[CH:21][N:22]=3)[N:19]=2)[CH2:12][CH2:13]1)=[O:7])([CH3:4])([CH3:2])[CH3:3], predict the reactants needed to synthesize it. The reactants are: [C:1]([O:5][C:6]([N:8]1[CH2:13][CH2:12][N:11]([C:14]2[CH:15]=[CH:16][C:17]3[N:18]([CH:20]=[CH:21][N:22]=3)[N:19]=2)[CH2:10][CH2:9]1)=[O:7])([CH3:4])([CH3:3])[CH3:2].[I:23]N1C(=O)CCC1=O. (5) The reactants are: [CH:1]12[CH2:7][CH:4]([CH2:5][CH2:6]1)[CH:3]=[CH:2]2.[CH2:8]=[CH:9][C:10]1[CH:15]=[CH:14][CH:13]=[CH:12][CH:11]=1. Given the product [CH:6]([C@@H:1]1[CH2:7][CH2:4][C@H:3](/[CH:8]=[CH:9]\[C:10]2[CH:15]=[CH:14][CH:13]=[CH:12][CH:11]=2)[CH2:2]1)=[CH2:5], predict the reactants needed to synthesize it. (6) The reactants are: [Cl:1][C:2]1[CH:3]=[C:4]([NH:9][C:10]2[C:19]3[C:14](=[CH:15][C:16]([O:21][C@H:22]4[CH2:26][CH2:25][O:24][CH2:23]4)=[C:17]([NH2:20])[CH:18]=3)[N:13]=[CH:12][N:11]=2)[CH:5]=[CH:6][C:7]=1[F:8].O=[C:28]1[CH2:32][CH2:31][N:30]([C:33]([O:35][C:36]([CH3:39])([CH3:38])[CH3:37])=[O:34])[CH2:29]1. Given the product [Cl:1][C:2]1[CH:3]=[C:4]([NH:9][C:10]2[C:19]3[C:14](=[CH:15][C:16]([O:21][CH:22]4[CH2:26][CH2:25][O:24][CH2:23]4)=[C:17]([NH:20][C@H:32]4[CH2:28][CH2:29][N:30]([C:33]([O:35][C:36]([CH3:39])([CH3:38])[CH3:37])=[O:34])[CH2:31]4)[CH:18]=3)[N:13]=[CH:12][N:11]=2)[CH:5]=[CH:6][C:7]=1[F:8], predict the reactants needed to synthesize it. (7) Given the product [CH2:21]([S:18]([NH:17][C:15](=[O:16])[CH2:14][CH:12]1[CH2:11][N:10]([C:29]2[C:39]([C:40]#[N:41])=[CH:38][C:32]([C:33]([O:35][CH2:36][CH3:37])=[O:34])=[C:31]([CH:42]([F:43])[F:44])[N:30]=2)[CH2:13]1)(=[O:20])=[O:19])[C:22]1[CH:27]=[CH:26][CH:25]=[CH:24][CH:23]=1, predict the reactants needed to synthesize it. The reactants are: CCN(C(C)C)C(C)C.[NH:10]1[CH2:13][CH:12]([CH2:14][C:15]([NH:17][S:18]([CH2:21][C:22]2[CH:27]=[CH:26][CH:25]=[CH:24][CH:23]=2)(=[O:20])=[O:19])=[O:16])[CH2:11]1.Cl[C:29]1[C:39]([C:40]#[N:41])=[CH:38][C:32]([C:33]([O:35][CH2:36][CH3:37])=[O:34])=[C:31]([CH:42]([F:44])[F:43])[N:30]=1.C([O-])(O)=O.[Na+].